Dataset: Catalyst prediction with 721,799 reactions and 888 catalyst types from USPTO. Task: Predict which catalyst facilitates the given reaction. (1) Reactant: [C:1]([O:5][C:6]([N:8]1[CH2:13][CH2:12][C:11](=[C:14]([C:27]2[CH:32]=[CH:31][CH:30]=[CH:29][CH:28]=2)[C:15]2[CH:16]=[N:17][N:18](CC3C=CC=CC=3)[CH:19]=2)[CH2:10][CH2:9]1)=[O:7])([CH3:4])([CH3:3])[CH3:2].CC(C)([O-])C.[K+].O=O. Product: [C:1]([O:5][C:6]([N:8]1[CH2:9][CH2:10][C:11](=[C:14]([C:27]2[CH:28]=[CH:29][CH:30]=[CH:31][CH:32]=2)[C:15]2[CH:16]=[N:17][NH:18][CH:19]=2)[CH2:12][CH2:13]1)=[O:7])([CH3:4])([CH3:2])[CH3:3]. The catalyst class is: 16. (2) Reactant: [BH4-].[Li+].[I:3][C:4]1[C:12]2[CH:11]=[N:10][CH:9]=[N:8][C:7]=2[N:6]([C:13]([CH3:19])([CH3:18])[C:14](OC)=[O:15])[CH:5]=1.O. Product: [I:3][C:4]1[C:12]2[CH:11]=[N:10][CH:9]=[N:8][C:7]=2[N:6]([C:13]([CH3:19])([CH3:18])[CH2:14][OH:15])[CH:5]=1. The catalyst class is: 8.